From a dataset of NCI-60 drug combinations with 297,098 pairs across 59 cell lines. Regression. Given two drug SMILES strings and cell line genomic features, predict the synergy score measuring deviation from expected non-interaction effect. (1) Cell line: UACC62. Drug 1: C1=NC2=C(N1)C(=S)N=CN2. Synergy scores: CSS=71.5, Synergy_ZIP=-8.44, Synergy_Bliss=-3.54, Synergy_Loewe=-0.634, Synergy_HSA=1.14. Drug 2: CC1C(C(CC(O1)OC2CC(CC3=C2C(=C4C(=C3O)C(=O)C5=CC=CC=C5C4=O)O)(C(=O)C)O)N)O. (2) Drug 1: C1CCC(C1)C(CC#N)N2C=C(C=N2)C3=C4C=CNC4=NC=N3. Drug 2: CC1=C(C(=CC=C1)Cl)NC(=O)C2=CN=C(S2)NC3=CC(=NC(=N3)C)N4CCN(CC4)CCO. Cell line: NCI-H460. Synergy scores: CSS=17.9, Synergy_ZIP=14.4, Synergy_Bliss=21.2, Synergy_Loewe=20.2, Synergy_HSA=20.2.